From a dataset of Full USPTO retrosynthesis dataset with 1.9M reactions from patents (1976-2016). Predict the reactants needed to synthesize the given product. (1) Given the product [Cl:23][C:24]1[CH:25]=[C:26]([N:30]2[C:5]([C:7]3[C:12](=[O:13])[CH:11]=[CH:10][N:9]([C:14]4[CH:15]=[C:16]([CH:19]=[CH:20][CH:21]=4)[C:17]#[N:18])[N:8]=3)=[CH:4][CH:3]=[N:2]2)[CH:27]=[CH:28][CH:29]=1, predict the reactants needed to synthesize it. The reactants are: C[N:2](C)/[CH:3]=[CH:4]/[C:5]([C:7]1[C:12](=[O:13])[CH:11]=[CH:10][N:9]([C:14]2[CH:15]=[C:16]([CH:19]=[CH:20][CH:21]=2)[C:17]#[N:18])[N:8]=1)=O.[Cl:23][C:24]1[CH:25]=[C:26]([NH:30]N)[CH:27]=[CH:28][CH:29]=1. (2) Given the product [CH2:1]([O:3][C:4]([C:6]1([C:9]2[CH:10]=[CH:11][C:12]([C:15]3[CH:20]=[CH:19][C:18]([C:21]4[O:25][N:24]=[C:23]([CH3:26])[C:22]=4[NH:27][C:29]4[CH:34]=[CH:33][CH:32]=[C:31]([O:35][CH:36]([CH3:38])[CH3:37])[N:30]=4)=[CH:17][CH:16]=3)=[CH:13][CH:14]=2)[CH2:8][CH2:7]1)=[O:5])[CH3:2], predict the reactants needed to synthesize it. The reactants are: [CH2:1]([O:3][C:4]([C:6]1([C:9]2[CH:14]=[CH:13][C:12]([C:15]3[CH:20]=[CH:19][C:18]([C:21]4[O:25][N:24]=[C:23]([CH3:26])[C:22]=4[NH2:27])=[CH:17][CH:16]=3)=[CH:11][CH:10]=2)[CH2:8][CH2:7]1)=[O:5])[CH3:2].Br[C:29]1[CH:34]=[CH:33][CH:32]=[C:31]([O:35][CH:36]([CH3:38])[CH3:37])[N:30]=1. (3) The reactants are: [C:1](Cl)(=[O:4])[CH:2]=[CH2:3].[Cl:6][C:7]1[C:8]([C:31]2[C:39]3[C:34](=[CH:35][CH:36]=[CH:37][CH:38]=3)[N:33]([CH3:40])[CH:32]=2)=[N:9][C:10]([NH:13][C:14]2[C:19]([O:20][CH3:21])=[CH:18][C:17]([N:22]3[CH2:26][CH2:25][C@@H:24]([N:27]([CH3:29])[CH3:28])[CH2:23]3)=[C:16]([NH2:30])[CH:15]=2)=[N:11][CH:12]=1.CCN(C(C)C)C(C)C. Given the product [Cl:6][C:7]1[C:8]([C:31]2[C:39]3[C:34](=[CH:35][CH:36]=[CH:37][CH:38]=3)[N:33]([CH3:40])[CH:32]=2)=[N:9][C:10]([NH:13][C:14]2[C:19]([O:20][CH3:21])=[CH:18][C:17]([N:22]3[CH2:26][CH2:25][C@@H:24]([N:27]([CH3:29])[CH3:28])[CH2:23]3)=[C:16]([NH:30][C:1](=[O:4])[CH:2]=[CH2:3])[CH:15]=2)=[N:11][CH:12]=1, predict the reactants needed to synthesize it. (4) Given the product [CH2:1]([NH:8][C:9]1[CH:17]=[C:16]([N:18]2[CH2:23][CH2:22][N:21]([C:24](=[O:31])[C:25]3[CH:30]=[CH:29][CH:28]=[CH:27][CH:26]=3)[CH2:20][CH2:19]2)[CH:15]=[CH:14][C:10]=1[C:11]([O:13][CH3:32])=[O:12])[C:2]1[CH:7]=[CH:6][CH:5]=[CH:4][CH:3]=1, predict the reactants needed to synthesize it. The reactants are: [CH2:1]([NH:8][C:9]1[CH:17]=[C:16]([N:18]2[CH2:23][CH2:22][N:21]([C:24](=[O:31])[C:25]3[CH:30]=[CH:29][CH:28]=[CH:27][CH:26]=3)[CH2:20][CH2:19]2)[CH:15]=[CH:14][C:10]=1[C:11]([OH:13])=[O:12])[C:2]1[CH:7]=[CH:6][CH:5]=[CH:4][CH:3]=1.[CH2:32]([Si](C=[N+]=[N-])(CC)CC)C. (5) Given the product [Br:14][C:5]1[C:4]2[CH:9]=[CH:10][O:11][C:3]=2[C:2]([Br:1])=[CH:7][N:6]=1, predict the reactants needed to synthesize it. The reactants are: [Br:1][C:2]1[C:3]2[O:11][CH:10]=[CH:9][C:4]=2[C:5](=O)[NH:6][CH:7]=1.P(Br)(Br)([Br:14])=O. (6) Given the product [Cl:1][C:2]1[CH:7]=[CH:6][C:5]([Cl:8])=[CH:4][C:3]=1[S:9]([NH:19][C:20]1[CH:21]=[CH:22][C:23]2[O:27][C:26]([CH3:28])=[N:25][C:24]=2[CH:29]=1)(=[O:11])=[O:10], predict the reactants needed to synthesize it. The reactants are: [Cl:1][C:2]1[CH:7]=[CH:6][C:5]([Cl:8])=[CH:4][C:3]=1[S:9](Cl)(=[O:11])=[O:10].N1C=CC=CC=1.[NH2:19][C:20]1[CH:21]=[CH:22][C:23]2[O:27][C:26]([CH3:28])=[N:25][C:24]=2[CH:29]=1.C([O-])(O)=O.[Na+]. (7) Given the product [F:1][C:2]1[CH:3]=[CH:4][C:5]([C@@H:8]2[O:9][CH2:10][CH2:11][N:12]([CH2:14][C:15]3[CH:16]=[CH:17][CH:18]=[CH:19][CH:20]=3)[CH2:13]2)=[CH:6][CH:7]=1, predict the reactants needed to synthesize it. The reactants are: [F:1][C:2]1[CH:7]=[CH:6][C:5]([C@H:8]2[CH2:13][N:12]([CH2:14][C:15]3[CH:20]=[CH:19][CH:18]=[CH:17][CH:16]=3)[C:11](=O)[CH2:10][O:9]2)=[CH:4][CH:3]=1.[H-].COCCO[Al+]OCCOC.[Na+].[H-].N1CCOCC1=O.